Dataset: Peptide-MHC class I binding affinity with 185,985 pairs from IEDB/IMGT. Task: Regression. Given a peptide amino acid sequence and an MHC pseudo amino acid sequence, predict their binding affinity value. This is MHC class I binding data. (1) The peptide sequence is VLCSSSPTI. The MHC is HLA-A29:02 with pseudo-sequence HLA-A29:02. The binding affinity (normalized) is 0.0449. (2) The peptide sequence is CLWLLTLGL. The MHC is HLA-A03:01 with pseudo-sequence HLA-A03:01. The binding affinity (normalized) is 0.0847. (3) The peptide sequence is YVGDFDSVI. The MHC is Patr-B0101 with pseudo-sequence Patr-B0101. The binding affinity (normalized) is 0.576. (4) The peptide sequence is FNNTKFDYY. The MHC is HLA-A02:02 with pseudo-sequence HLA-A02:02. The binding affinity (normalized) is 0.307. (5) The peptide sequence is RELKCGSGI. The MHC is HLA-B44:02 with pseudo-sequence HLA-B44:02. The binding affinity (normalized) is 0.558.